Dataset: Reaction yield outcomes from USPTO patents with 853,638 reactions. Task: Predict the reaction yield, written as a fraction of the theoretical maximum amount of product (1.0 means a 100% yield; for example, 0.34 means a 34% yield). (1) The reactants are [CH3:1][O:2][C:3]1[C:8](/[C:9](/[NH:16][CH2:17][CH2:18][OH:19])=[CH:10]/[C:11]([O:13]CC)=O)=[CH:7][CH:6]=[C:5]([O:20][CH3:21])[N:4]=1.C[Si]([N:26]=[C:27]=[S:28])(C)C. The catalyst is CC1OCCC1.CCOC(C)=O. The product is [CH3:1][O:2][C:3]1[C:8]([C:9]2[N:16]([CH2:17][CH2:18][OH:19])[C:27](=[S:28])[NH:26][C:11](=[O:13])[CH:10]=2)=[CH:7][CH:6]=[C:5]([O:20][CH3:21])[N:4]=1. The yield is 0.160. (2) The reactants are [CH3:1][N:2]1[C:6]([C:7]2[CH:8]=[C:9]3[C:13](=[CH:14][CH:15]=2)[NH:12][C:11](=O)[CH2:10]3)=[CH:5][C:4]([C:17]2[CH:22]=[CH:21][CH:20]=[CH:19][N:18]=2)=[N:3]1.P(Br)(Br)([Br:25])=O.N1C=CN=C1.C([O-])(O)=O.[Na+]. The catalyst is ClC(Cl)C. The product is [Br:25][C:11]1[NH:12][C:13]2[C:9]([CH:10]=1)=[CH:8][C:7]([C:6]1[N:2]([CH3:1])[N:3]=[C:4]([C:17]3[CH:22]=[CH:21][CH:20]=[CH:19][N:18]=3)[CH:5]=1)=[CH:15][CH:14]=2. The yield is 0.490. (3) The catalyst is CO. The yield is 0.520. The reactants are C[O:2][C:3](=[O:33])[CH2:4][C:5]1[CH:10]=[CH:9][CH:8]=[C:7]([CH2:11][N:12]2[CH2:17][CH:16]([CH3:18])[N:15]([C:19]3[S:20][C:21]4[CH:27]=[C:26]([C:28]([F:31])([F:30])[F:29])[CH:25]=[CH:24][C:22]=4[N:23]=3)[CH:14]([CH3:32])[CH2:13]2)[CH:6]=1.[OH-].[Na+].Cl. The product is [CH3:18][CH:16]1[N:15]([C:19]2[S:20][C:21]3[CH:27]=[C:26]([C:28]([F:31])([F:30])[F:29])[CH:25]=[CH:24][C:22]=3[N:23]=2)[CH:14]([CH3:32])[CH2:13][N:12]([CH2:11][C:7]2[CH:6]=[C:5]([CH2:4][C:3]([OH:33])=[O:2])[CH:10]=[CH:9][CH:8]=2)[CH2:17]1. (4) The reactants are [Cl-].[CH3:2][N:3]([CH3:40])[C:4]1[CH:5]=[C:6]2[C:15](=[CH:16][CH:17]=1)[C:14]([C:18]1[CH:23]=[C:22]([O:24][CH3:25])[C:21]([N:26]([CH2:34][CH3:35])[CH2:27][CH2:28][CH2:29][C:30]([O:32]C)=[O:31])=[CH:20][C:19]=1[OH:36])=[C:13]1[C:8](=[CH:9][C:10](=[N+:37]([CH3:39])[CH3:38])[CH:11]=[CH:12]1)[O:7]2.[OH-].[K+]. The catalyst is C(O)(=O)C. The product is [CH3:40][N:3]([CH3:2])[C:4]1[CH:5]=[C:6]2[C:15](=[CH:16][CH:17]=1)[C:14]([C:18]1[C:19]([OH:36])=[CH:20][C:21]([N:26]([CH2:34][CH3:35])[CH2:27][CH2:28][CH2:29][C:30]([O-:32])=[O:31])=[C:22]([O:24][CH3:25])[CH:23]=1)=[C:13]1[C:8](=[CH:9][C:10](=[N+:37]([CH3:39])[CH3:38])[CH:11]=[CH:12]1)[O:7]2. The yield is 0.980. (5) The reactants are Br[C:2]1[CH:7]=[CH:6][C:5]([N+:8]([O-:10])=[O:9])=[CH:4][N:3]=1.[N:11]1([C:17]([O:19][C:20]([CH3:23])([CH3:22])[CH3:21])=[O:18])[CH2:16][CH2:15][NH:14][CH2:13][CH2:12]1. The catalyst is C(#N)C. The product is [N+:8]([C:5]1[CH:6]=[CH:7][C:2]([N:14]2[CH2:13][CH2:12][N:11]([C:17]([O:19][C:20]([CH3:23])([CH3:22])[CH3:21])=[O:18])[CH2:16][CH2:15]2)=[N:3][CH:4]=1)([O-:10])=[O:9]. The yield is 0.540. (6) The reactants are CN(C)CCCN=C=NCC.O.[C:13]([NH:20][C@H:21]([C:26]([OH:28])=O)[CH2:22][CH:23]([CH3:25])[CH3:24])([O:15][C:16]([CH3:19])([CH3:18])[CH3:17])=[O:14].C(N(C(C)C)CC)(C)C.OC1C2N=NNC=2C=CC=1.[CH2:48]([O:55][C:56]([N:58]1[CH2:64][CH:63]([OH:65])[CH:62]([NH2:66])[CH2:61][CH2:60][CH:59]1[CH3:67])=[O:57])[C:49]1[CH:54]=[CH:53][CH:52]=[CH:51][CH:50]=1. The yield is 0.720. The product is [CH2:48]([O:55][C:56]([N:58]1[CH2:64][C@H:63]([OH:65])[C@@H:62]([NH:66][C:26](=[O:28])[C@@H:21]([NH:20][C:13]([O:15][C:16]([CH3:17])([CH3:18])[CH3:19])=[O:14])[CH2:22][CH:23]([CH3:24])[CH3:25])[CH2:61][CH2:60][C@H:59]1[CH3:67])=[O:57])[C:49]1[CH:50]=[CH:51][CH:52]=[CH:53][CH:54]=1. The catalyst is CN(C=O)C.CCOC(C)=O. (7) The reactants are COC1C=C(OC)C=CC=1C[N:6]([C:32]1[CH:37]=[CH:36][N:35]=[CH:34][N:33]=1)[S:7]([C:10]1[CH:15]=[C:14]([F:16])[C:13]([O:17][C@H:18]2[CH2:22][C:21]([CH3:24])([CH3:23])[CH2:20][C@@H:19]2[C:25]2[N:29]([CH3:30])[N:28]=[CH:27][CH:26]=2)=[CH:12][C:11]=1[F:31])(=[O:9])=[O:8].C([SiH](CC)CC)C.FC(F)(F)C(O)=O. The catalyst is ClCCl. The product is [CH3:23][C:21]1([CH3:24])[CH2:22][C@H:18]([O:17][C:13]2[C:14]([F:16])=[CH:15][C:10]([S:7]([NH:6][C:32]3[CH:37]=[CH:36][N:35]=[CH:34][N:33]=3)(=[O:8])=[O:9])=[C:11]([F:31])[CH:12]=2)[C@@H:19]([C:25]2[N:29]([CH3:30])[N:28]=[CH:27][CH:26]=2)[CH2:20]1. The yield is 0.910. (8) The reactants are [O:1]([CH2:8][CH2:9][S:10][CH2:11][C:12]([NH:14][NH:15][C:16]([C:18]1[CH:27]=[CH:26][C:25]2[C:20](=[CH:21][CH:22]=[C:23]([C:28]([CH3:36])([CH3:35])[O:29][SiH2:30][C:31]([CH3:34])([CH3:33])[CH3:32])[CH:24]=2)[CH:19]=1)=[O:17])=O)[C:2]1[CH:7]=[CH:6][CH:5]=[CH:4][CH:3]=1.CN(C)CC1OC2C=C(C3OC(CSCCOC4C=CC=CC=4)=NN=3)C=CC=2C=1. No catalyst specified. The product is [C:31]([SiH2:30][O:29][C:28]([CH3:35])([CH3:36])[C:23]1[CH:24]=[C:25]2[C:20](=[CH:21][CH:22]=1)[CH:19]=[C:18]([C:16]1[O:17][C:12]([CH2:11][S:10][CH2:9][CH2:8][O:1][C:2]3[CH:7]=[CH:6][CH:5]=[CH:4][CH:3]=3)=[N:14][N:15]=1)[CH:27]=[CH:26]2)([CH3:34])([CH3:33])[CH3:32]. The yield is 0.990. (9) The reactants are [F:1][C:2]([F:44])([F:43])[C:3]1[CH:4]=[C:5]([CH:36]=[C:37]([C:39]([F:42])([F:41])[F:40])[CH:38]=1)[CH2:6][N:7]([C:31]1[N:32]=[N:33][NH:34][N:35]=1)[C@H:8]1[CH2:14][CH2:13][CH2:12][N:11]([C:15]([O:17][C:18]([CH3:21])([CH3:20])[CH3:19])=[O:16])[C:10]2[CH:22]=[C:23]([C:27]([F:30])([F:29])[F:28])[C:24]([CH3:26])=[CH:25][C:9]1=2.C(=O)([O-])[O-].[K+].[K+].Br[CH2:52][CH2:53][OH:54]. The catalyst is CN(C=O)C. The product is [C:18]([O:17][C:15]([N:11]1[CH2:12][CH2:13][CH2:14][C@H:8]([N:7]([CH2:6][C:5]2[CH:4]=[C:3]([C:2]([F:43])([F:1])[F:44])[CH:38]=[C:37]([C:39]([F:42])([F:41])[F:40])[CH:36]=2)[C:31]2[N:32]=[N:33][N:34]([CH2:52][CH2:53][OH:54])[N:35]=2)[C:9]2[CH:25]=[C:24]([CH3:26])[C:23]([C:27]([F:28])([F:29])[F:30])=[CH:22][C:10]1=2)=[O:16])([CH3:20])([CH3:21])[CH3:19]. The yield is 0.260. (10) The reactants are F[C:2]1[C:7]([N+:8]([O-:10])=[O:9])=[CH:6][C:5]([NH:11][C:12]2[N:17]=[C:16]([C:18]3[CH:19]=[N:20][N:21]4[CH2:26][CH2:25][CH2:24][CH2:23][C:22]=34)[CH:15]=[CH:14][N:13]=2)=[C:4]([O:27][CH3:28])[CH:3]=1.Cl.Cl.[CH3:31][N:32]1[CH2:39][CH2:38][CH2:37][C:33]21[CH2:36][NH:35][CH2:34]2.CCN(C(C)C)C(C)C. The catalyst is CC(N(C)C)=O. The product is [CH3:28][O:27][C:4]1[CH:3]=[C:2]([N:35]2[CH2:36][C:33]3([N:32]([CH3:31])[CH2:39][CH2:38][CH2:37]3)[CH2:34]2)[C:7]([N+:8]([O-:10])=[O:9])=[CH:6][C:5]=1[NH:11][C:12]1[N:17]=[C:16]([C:18]2[CH:19]=[N:20][N:21]3[CH2:26][CH2:25][CH2:24][CH2:23][C:22]=23)[CH:15]=[CH:14][N:13]=1. The yield is 0.840.